This data is from Reaction yield outcomes from USPTO patents with 853,638 reactions. The task is: Predict the reaction yield, written as a fraction of the theoretical maximum amount of product (1.0 means a 100% yield; for example, 0.34 means a 34% yield). (1) The reactants are [Cl:1][C:2]1[CH:24]=[CH:23][C:5]([C:6]([C:8]2[CH:9]=[C:10]3[C:15](=[CH:16][CH:17]=2)[N:14]([CH3:18])[C:13](=[O:19])[CH:12]=[C:11]3[C:20](=[S:22])[NH2:21])=[O:7])=[CH:4][CH:3]=1.Cl[CH2:26][C:27](=O)[CH3:28]. The catalyst is C(O)C.C(Cl)Cl. The product is [Cl:1][C:2]1[CH:3]=[CH:4][C:5]([C:6]([C:8]2[CH:9]=[C:10]3[C:15](=[CH:16][CH:17]=2)[N:14]([CH3:18])[C:13](=[O:19])[CH:12]=[C:11]3[C:20]2[S:22][CH:26]=[C:27]([CH3:28])[N:21]=2)=[O:7])=[CH:23][CH:24]=1. The yield is 0.260. (2) The reactants are [Cl:1][C:2]1[CH:7]=[C:6]([O:8][C:9]2[C:10]3[S:17][CH:16]=[CH:15][C:11]=3[N:12]=[CH:13][N:14]=2)[CH:5]=[CH:4][C:3]=1[NH2:18].O1CCN(CCNC(C2SC3C(OC4C=CC(N[C:47]([NH:49][C:50](=[O:58])[CH2:51][C:52]5[CH:57]=[CH:56][CH:55]=[CH:54][CH:53]=5)=[S:48])=CC=4F)=NC=NC=3C=2)=O)CC1. No catalyst specified. The product is [Cl:1][C:2]1[CH:7]=[C:6]([O:8][C:9]2[C:10]3[S:17][CH:16]=[CH:15][C:11]=3[N:12]=[CH:13][N:14]=2)[CH:5]=[CH:4][C:3]=1[NH:18][C:47]([NH:49][C:50](=[O:58])[CH2:51][C:52]1[CH:53]=[CH:54][CH:55]=[CH:56][CH:57]=1)=[S:48]. The yield is 0.0900. (3) The reactants are [CH3:1][O:2][C:3](=[O:10])[C:4]([CH3:9])([CH3:8])[CH:5]([OH:7])[CH3:6].[C:11]1([CH3:21])[CH:16]=[CH:15][C:14]([S:17](Cl)(=[O:19])=[O:18])=[CH:13][CH:12]=1.Cl. The catalyst is N1C=CC=CC=1.C(OCC)(=O)C. The product is [CH3:1][O:2][C:3](=[O:10])[C:4]([CH3:9])([CH3:8])[CH:5]([O:7][S:17]([C:14]1[CH:15]=[CH:16][C:11]([CH3:21])=[CH:12][CH:13]=1)(=[O:19])=[O:18])[CH3:6]. The yield is 0.760. (4) The reactants are C[Si](C)(C)Cl.Br[CH2:7][C:8]([O:10][CH2:11][CH3:12])=[O:9].[C:13]1(=[O:18])[CH2:17][CH2:16][CH2:15]C1.N. The catalyst is CCOCC.[Zn]. The yield is 0.540. The product is [OH:18][C:13]1([CH2:7][C:8]([O:10][CH2:11][CH3:12])=[O:9])[CH2:15][CH2:16][CH2:17]1. (5) The reactants are Cl[C:2]1[CH:7]=[CH:6][N:5]=[C:4]([NH2:8])[CH:3]=1.[CH3:9][NH2:10]. The catalyst is O. The product is [CH3:9][NH:10][C:2]1[CH:7]=[CH:6][N:5]=[C:4]([NH2:8])[CH:3]=1. The yield is 0.650.